This data is from Forward reaction prediction with 1.9M reactions from USPTO patents (1976-2016). The task is: Predict the product of the given reaction. (1) Given the reactants [CH2:1]([NH2:9])[CH2:2][C:3]1[CH:8]=[CH:7][CH:6]=[CH:5][CH:4]=1.C([O:12][C:13](=O)[C:14]([NH:16][C:17]1[CH:22]=[CH:21][C:20]([O:23][CH2:24][C:25]2[CH:30]=[CH:29][CH:28]=[CH:27][CH:26]=2)=[C:19]([F:31])[CH:18]=1)=[O:15])C, predict the reaction product. The product is: [CH2:24]([O:23][C:20]1[CH:21]=[CH:22][C:17]([NH:16][C:14](=[O:15])[C:13]([NH:9][CH2:1][CH2:2][C:3]2[CH:8]=[CH:7][CH:6]=[CH:5][CH:4]=2)=[O:12])=[CH:18][C:19]=1[F:31])[C:25]1[CH:26]=[CH:27][CH:28]=[CH:29][CH:30]=1. (2) Given the reactants OC(C(F)(F)F)=O.[CH:8]([N:11]1[C:15]([C:16]2[S:17][C:18]3[CH2:19][CH2:20][O:21][C:22]4[CH:29]=[C:28]([CH:30]5[CH2:35][CH2:34][NH:33][CH2:32][CH2:31]5)[CH:27]=[CH:26][C:23]=4[C:24]=3[N:25]=2)=[N:14][CH:13]=[N:12]1)([CH3:10])[CH3:9].C(=O)([O-])[O-].[K+].[K+].Cl[CH2:43][C:44]([N:46]([CH3:48])[CH3:47])=[O:45], predict the reaction product. The product is: [CH:8]([N:11]1[C:15]([C:16]2[S:17][C:18]3[CH2:19][CH2:20][O:21][C:22]4[CH:29]=[C:28]([CH:30]5[CH2:35][CH2:34][N:33]([CH2:43][C:44]([N:46]([CH3:48])[CH3:47])=[O:45])[CH2:32][CH2:31]5)[CH:27]=[CH:26][C:23]=4[C:24]=3[N:25]=2)=[N:14][CH:13]=[N:12]1)([CH3:10])[CH3:9]. (3) The product is: [Cl:15][CH2:16][CH2:17][CH2:18][NH:19][C:20]([NH:12][C:11]1[CH:10]=[CH:9][C:8]([O:1][C:2]2[CH:3]=[CH:4][CH:5]=[CH:6][CH:7]=2)=[CH:14][CH:13]=1)=[O:21]. Given the reactants [O:1]([C:8]1[CH:14]=[CH:13][C:11]([NH2:12])=[CH:10][CH:9]=1)[C:2]1[CH:7]=[CH:6][CH:5]=[CH:4][CH:3]=1.[Cl:15][CH2:16][CH2:17][CH2:18][N:19]=[C:20]=[O:21], predict the reaction product.